From a dataset of Reaction yield outcomes from USPTO patents with 853,638 reactions. Predict the reaction yield, written as a fraction of the theoretical maximum amount of product (1.0 means a 100% yield; for example, 0.34 means a 34% yield). The reactants are [CH2:1]([N:8]1[C:14](=[O:15])[C:13]2[CH:16]=[C:17](Br)[CH:18]=[CH:19][C:12]=2[NH:11][C:10](=[O:21])[CH2:9]1)[C:2]1[CH:7]=[CH:6][CH:5]=[CH:4][CH:3]=1.[F:22][C:23]([F:34])([F:33])[C:24]1[CH:29]=[CH:28][C:27](B(O)O)=[CH:26][CH:25]=1.C(=O)([O-])[O-].[K+].[K+].O. The catalyst is CN(C=O)C.C(OCC)(=O)C.C1C=CC(P(C2C=CC=CC=2)[C-]2C=CC=C2)=CC=1.C1C=CC(P(C2C=CC=CC=2)[C-]2C=CC=C2)=CC=1.Cl[Pd]Cl.[Fe+2]. The product is [CH2:1]([N:8]1[C:14](=[O:15])[C:13]2[CH:16]=[C:17]([C:27]3[CH:28]=[CH:29][C:24]([C:23]([F:34])([F:33])[F:22])=[CH:25][CH:26]=3)[CH:18]=[CH:19][C:12]=2[NH:11][C:10](=[O:21])[CH2:9]1)[C:2]1[CH:7]=[CH:6][CH:5]=[CH:4][CH:3]=1. The yield is 0.750.